Dataset: Reaction yield outcomes from USPTO patents with 853,638 reactions. Task: Predict the reaction yield, written as a fraction of the theoretical maximum amount of product (1.0 means a 100% yield; for example, 0.34 means a 34% yield). The reactants are CC1(C)C(C)(C)OB([C:9]2[CH:10]=[C:11]([NH:21][C:22]3[N:27]=[C:26]([C:28]([F:31])([F:30])[F:29])[CH:25]=[CH:24][N:23]=3)[CH:12]=[C:13]([NH:15][CH2:16][C:17]([F:20])([F:19])[F:18])[CH:14]=2)O1.Br[C:34]1[S:38][C:37]([C:39]2([OH:43])[CH2:42][CH2:41][CH2:40]2)=[N:36][CH:35]=1.N#N.C([O-])([O-])=O.[Na+].[Na+]. The catalyst is C1C=CC(P(C2C=CC=CC=2)[C-]2C=CC=C2)=CC=1.C1C=CC(P(C2C=CC=CC=2)[C-]2C=CC=C2)=CC=1.Cl[Pd]Cl.[Fe+2].O1CCOCC1.ClCCl. The product is [F:20][C:17]([F:19])([F:18])[CH2:16][NH:15][C:13]1[CH:14]=[C:9]([C:34]2[S:38][C:37]([C:39]3([OH:43])[CH2:42][CH2:41][CH2:40]3)=[N:36][CH:35]=2)[CH:10]=[C:11]([NH:21][C:22]2[N:27]=[C:26]([C:28]([F:31])([F:29])[F:30])[CH:25]=[CH:24][N:23]=2)[CH:12]=1. The yield is 0.690.